Dataset: Reaction yield outcomes from USPTO patents with 853,638 reactions. Task: Predict the reaction yield, written as a fraction of the theoretical maximum amount of product (1.0 means a 100% yield; for example, 0.34 means a 34% yield). (1) The reactants are [NH2:1][C:2]1[C:3]([C:9]([OH:11])=O)=[N:4][C:5]([Br:8])=[CH:6][N:7]=1.C1C=CC2N(O)N=NC=2C=1.CCN=C=NCCCN(C)C.[F:33][C:34]1[CH:35]=[C:36]([CH:38]=[CH:39][CH:40]=1)[NH2:37]. The catalyst is CN(C=O)C.O.CCN(CC)CC. The product is [NH2:1][C:2]1[C:3]([C:9]([NH:37][C:36]2[CH:38]=[CH:39][CH:40]=[C:34]([F:33])[CH:35]=2)=[O:11])=[N:4][C:5]([Br:8])=[CH:6][N:7]=1. The yield is 0.680. (2) The reactants are Cl[C:2]1[C:3]2[S:10][C:9]([S:11][CH3:12])=[CH:8][C:4]=2[N:5]=[CH:6][N:7]=1.[F:13][C:14]1[CH:19]=[C:18]([N+:20]([O-:22])=[O:21])[CH:17]=[CH:16][C:15]=1[OH:23].C([O-])([O-])=O.[K+].[K+]. The catalyst is O(C1C=CC=CC=1)C1C=CC=CC=1. The product is [F:13][C:14]1[CH:19]=[C:18]([N+:20]([O-:22])=[O:21])[CH:17]=[CH:16][C:15]=1[O:23][C:2]1[C:3]2[S:10][C:9]([S:11][CH3:12])=[CH:8][C:4]=2[N:5]=[CH:6][N:7]=1. The yield is 0.880. (3) The reactants are [C:1]([O:5][C:6](=[O:17])[NH:7][C:8]1[CH:13]=[CH:12][C:11]([CH2:14][CH2:15][OH:16])=[CH:10][CH:9]=1)([CH3:4])([CH3:3])[CH3:2].[CH2:18]([O:20][C:21](=[O:34])[CH:22]([O:31][CH2:32][CH3:33])[CH2:23][C:24]1[CH:29]=[CH:28][C:27](O)=[CH:26][CH:25]=1)[CH3:19].N(C(N1CCCCC1)=O)=NC(N1CCCCC1)=O.C1(P(C2C=CC=CC=2)C2C=CC=CC=2)C=CC=CC=1. The catalyst is ClCCl. The product is [CH2:18]([O:20][C:21](=[O:34])[CH:22]([O:31][CH2:32][CH3:33])[CH2:23][C:24]1[CH:29]=[CH:28][C:27]([O:16][CH2:15][CH2:14][C:11]2[CH:10]=[CH:9][C:8]([NH:7][C:6]([O:5][C:1]([CH3:4])([CH3:2])[CH3:3])=[O:17])=[CH:13][CH:12]=2)=[CH:26][CH:25]=1)[CH3:19]. The yield is 0.890. (4) The reactants are Br[CH2:2][CH2:3][O:4][C:5]1[CH:10]=[CH:9][C:8]([NH:11][C:12](=[O:20])[C:13]2[CH:18]=[CH:17][CH:16]=[C:15]([F:19])[CH:14]=2)=[CH:7][C:6]=1[C:21]1[N:25]([CH3:26])[N:24]=[CH:23][CH:22]=1.[NH2:27][C:28]1[S:29][CH:30]=[C:31]([CH3:33])[N:32]=1.[H-].[Na+]. The catalyst is CC(N(C)C)=O. The product is [F:19][C:15]1[CH:14]=[C:13]([CH:18]=[CH:17][CH:16]=1)[C:12]([NH:11][C:8]1[CH:9]=[CH:10][C:5]([O:4][CH2:3][CH2:2][NH:27][C:28]2[S:29][CH:30]=[C:31]([CH3:33])[N:32]=2)=[C:6]([C:21]2[N:25]([CH3:26])[N:24]=[CH:23][CH:22]=2)[CH:7]=1)=[O:20]. The yield is 0.0500. (5) The reactants are [CH2:1]([O:8][C:9]1[CH:14]=[CH:13][C:12](Br)=[CH:11][CH:10]=1)[C:2]1[CH:7]=[CH:6][CH:5]=[CH:4][CH:3]=1.[Mg].[O:17]1[CH2:22][CH2:21][C:20](=[O:23])[CH2:19][CH2:18]1. The catalyst is C1COCC1.II. The product is [CH2:1]([O:8][C:9]1[CH:14]=[CH:13][C:12]([C:20]2([OH:23])[CH2:21][CH2:22][O:17][CH2:18][CH2:19]2)=[CH:11][CH:10]=1)[C:2]1[CH:7]=[CH:6][CH:5]=[CH:4][CH:3]=1. The yield is 0.500. (6) The reactants are [N+:1]([C:4]1[CH:9]=[CH:8][C:7]([CH:10]2[CH2:15][C:14](=[O:16])[O:13][C:12](=O)[CH2:11]2)=[CH:6][CH:5]=1)([O-:3])=[O:2].[CH3:18][NH2:19]. The catalyst is C1COCC1. The product is [CH3:18][N:19]1[C:14](=[O:16])[CH2:15][CH:10]([C:7]2[CH:8]=[CH:9][C:4]([N+:1]([O-:3])=[O:2])=[CH:5][CH:6]=2)[CH2:11][C:12]1=[O:13]. The yield is 0.830.